Predict the reaction yield, written as a fraction of the theoretical maximum amount of product (1.0 means a 100% yield; for example, 0.34 means a 34% yield). From a dataset of Reaction yield outcomes from USPTO patents with 853,638 reactions. (1) The reactants are Br[C:2]1[CH:3]=[C:4]([N+:10]([O-:12])=[O:11])[C:5]([O:8][CH3:9])=[N:6][CH:7]=1.[CH3:13][C:14]1([CH3:30])[C:18]([CH3:20])([CH3:19])[O:17][B:16]([B:16]2[O:17][C:18]([CH3:20])([CH3:19])[C:14]([CH3:30])([CH3:13])[O:15]2)[O:15]1.C([O-])(=O)C.[K+]. The catalyst is C1C=CC(P(C2C=CC=CC=2)[C-]2C=CC=C2)=CC=1.C1C=CC(P(C2C=CC=CC=2)[C-]2C=CC=C2)=CC=1.Cl[Pd]Cl.[Fe+2]. The product is [CH3:9][O:8][C:5]1[C:4]([N+:10]([O-:12])=[O:11])=[CH:3][C:2]([B:16]2[O:17][C:18]([CH3:20])([CH3:19])[C:14]([CH3:30])([CH3:13])[O:15]2)=[CH:7][N:6]=1. The yield is 0.150. (2) The reactants are [NH2:1][C:2]1[CH:7]=[C:6]([F:8])[C:5]([CH2:9][C:10]([OH:12])=[O:11])=[C:4]([F:13])[CH:3]=1.[N+]([C:17]1[CH:22]=CC=C[CH:18]=1)([O-])=O.OS(O)(=O)=O.[OH-].[Na+].Cl. The catalyst is OCC(CO)O.CO. The product is [F:13][C:4]1[C:5]([CH2:9][C:10]([OH:12])=[O:11])=[C:6]([F:8])[CH:7]=[C:2]2[C:3]=1[CH:18]=[CH:17][CH:22]=[N:1]2. The yield is 0.250. (3) The reactants are [CH3:1][O:2][C:3]1[CH:4]=[C:5]([CH:21]([NH2:23])[CH3:22])[CH:6]=[CH:7][C:8]=1[O:9][CH2:10][C:11]1[CH:16]=[CH:15][C:14]([C:17]([F:20])([F:19])[F:18])=[CH:13][CH:12]=1.ClCC1C=CC(C(F)(F)F)=CC=1.C(N(CC)C(C)C)(C)C.Cl[C:46]1[C:51]([N+:52]([O-:54])=[O:53])=[CH:50][C:49]([I:55])=[CH:48][N:47]=1. The catalyst is C(#N)C.O. The product is [I:55][C:49]1[CH:50]=[C:51]([N+:52]([O-:54])=[O:53])[C:46]([NH:23][CH:21]([C:5]2[CH:6]=[CH:7][C:8]([O:9][CH2:10][C:11]3[CH:16]=[CH:15][C:14]([C:17]([F:19])([F:18])[F:20])=[CH:13][CH:12]=3)=[C:3]([O:2][CH3:1])[CH:4]=2)[CH3:22])=[N:47][CH:48]=1. The yield is 0.940. (4) The reactants are [Cl:1][C:2]1[CH:7]=[CH:6][C:5]([C:8]2[C:14]3[CH:15]=[CH:16][CH:17]=[CH:18][C:13]=3[C:12]3[C:19]([CH3:22])=[N:20][O:21][C:11]=3[C@H:10]([CH2:23][C:24]([OH:26])=[O:25])[N:9]=2)=[CH:4][CH:3]=1.[C:27](Cl)(=O)C(Cl)=O.CO. The catalyst is CN(C)C=O.ClCCl. The product is [Cl:1][C:2]1[CH:7]=[CH:6][C:5]([C:8]2[C:14]3[CH:15]=[CH:16][CH:17]=[CH:18][C:13]=3[C:12]3[C:19]([CH3:22])=[N:20][O:21][C:11]=3[C@H:10]([CH2:23][C:24]([O:26][CH3:27])=[O:25])[N:9]=2)=[CH:4][CH:3]=1. The yield is 0.770.